Dataset: Reaction yield outcomes from USPTO patents with 853,638 reactions. Task: Predict the reaction yield, written as a fraction of the theoretical maximum amount of product (1.0 means a 100% yield; for example, 0.34 means a 34% yield). (1) The reactants are [C:1]([NH:8][CH2:9][CH2:10][CH2:11][OH:12])([O:3][C:4]([CH3:7])([CH3:6])[CH3:5])=[O:2].CC(OI1(OC(C)=O)(OC(C)=O)OC(=O)C2C=CC=CC1=2)=O.[O-]S([O-])(=S)=O.[Na+].[Na+]. The catalyst is O.CCOCC.C([O-])(O)=O.[Na+]. The product is [C:1]([NH:8][CH2:9][CH2:10][CH:11]=[O:12])([O:3][C:4]([CH3:5])([CH3:6])[CH3:7])=[O:2]. The yield is 0.856. (2) The reactants are [CH3:1][O:2][C:3]1[CH:4]=[C:5]2[C:10](=[CH:11][C:12]=1[O:13][CH2:14][CH:15]1[CH2:20][CH2:19][NH:18][CH2:17][CH2:16]1)[N:9]=[CH:8][N:7]=[C:6]2[O:21][C:22]1[CH:23]=[C:24]2[C:28](=[CH:29][CH:30]=1)[NH:27][CH:26]=[C:25]2[CH3:31].[CH2:32]([N:34](CC)CC)[CH3:33].ClCC#N. The catalyst is CO. The product is [C:32]([CH2:33][N:18]1[CH2:19][CH2:20][CH:15]([CH2:14][O:13][C:12]2[CH:11]=[C:10]3[C:5]([C:6]([O:21][C:22]4[CH:23]=[C:24]5[C:28](=[CH:29][CH:30]=4)[NH:27][CH:26]=[C:25]5[CH3:31])=[N:7][CH:8]=[N:9]3)=[CH:4][C:3]=2[O:2][CH3:1])[CH2:16][CH2:17]1)#[N:34]. The yield is 0.350. (3) The reactants are Br[C:2]1[CH:7]=[CH:6][C:5]([C:8]2[N:9]([C:24]3[CH:29]=[CH:28][C:27]([Cl:30])=[CH:26][CH:25]=3)[C:10](=[O:23])[C:11]3[CH:16]=[N:15][N:14]([C:17]4[CH:22]=[CH:21][CH:20]=[CH:19][CH:18]=4)[C:12]=3[N:13]=2)=[CH:4][CH:3]=1.[NH:31]1[CH:35]=[CH:34][N:33]=[CH:32]1.CN[C@H]1[C@H](NC)CCCC1.[O-]P([O-])([O-])=O.[K+].[K+].[K+]. The catalyst is [Cu]I. The product is [Cl:30][C:27]1[CH:28]=[CH:29][C:24]([N:9]2[C:10](=[O:23])[C:11]3[CH:16]=[N:15][N:14]([C:17]4[CH:22]=[CH:21][CH:20]=[CH:19][CH:18]=4)[C:12]=3[N:13]=[C:8]2[C:5]2[CH:6]=[CH:7][C:2]([N:31]3[CH:35]=[CH:34][N:33]=[CH:32]3)=[CH:3][CH:4]=2)=[CH:25][CH:26]=1. The yield is 0.810. (4) The reactants are [Cl:1][C:2]1[C:10]2[N:9]=[C:8]3[N:11]([C:15]4[C:16]([CH3:23])=[N:17][C:18]([O:21][CH3:22])=[CH:19][CH:20]=4)[CH2:12][CH2:13][CH2:14][N:7]3[C:6]=2[C:5]([CH:24]([OH:27])[CH2:25][CH3:26])=[CH:4][CH:3]=1.[C:28](OC(=O)C)(=[O:30])[CH3:29]. The catalyst is N1C=CC=CC=1. The product is [C:28]([O:27][CH:24]([C:5]1[C:6]2[N:7]3[CH2:14][CH2:13][CH2:12][N:11]([C:15]4[C:16]([CH3:23])=[N:17][C:18]([O:21][CH3:22])=[CH:19][CH:20]=4)[C:8]3=[N:9][C:10]=2[C:2]([Cl:1])=[CH:3][CH:4]=1)[CH2:25][CH3:26])(=[O:30])[CH3:29]. The yield is 0.670. (5) The reactants are [CH2:1]([C:3]1[CH:8]=[CH:7][CH:6]=[C:5]([CH2:9][CH3:10])[C:4]=1[S:11](Cl)(=[O:13])=[O:12])[CH3:2].[F:15][C:16]([F:29])([F:28])[C:17]1[CH:18]=[C:19]([CH:21]=[C:22]([C:24]([F:27])([F:26])[F:25])[CH:23]=1)[NH2:20]. The catalyst is N1C=CC=CC=1. The product is [F:15][C:16]([F:28])([F:29])[C:17]1[CH:18]=[C:19]([NH:20][S:11]([C:4]2[C:3]([CH2:1][CH3:2])=[CH:8][CH:7]=[CH:6][C:5]=2[CH2:9][CH3:10])(=[O:13])=[O:12])[CH:21]=[C:22]([C:24]([F:25])([F:27])[F:26])[CH:23]=1. The yield is 0.200. (6) The reactants are [Cl:1][C:2]1[CH:3]=[CH:4][C:5]([O:23][CH3:24])=[C:6]([CH:22]=1)[C:7]([NH:9][CH2:10][CH2:11][CH:12]1[CH2:17][CH2:16][N:15]([S:18]([NH2:21])(=[O:20])=[O:19])[CH2:14][CH2:13]1)=[O:8].C(=O)([O-])[O-].[Cs+].[Cs+].[CH:31]1([N:37]=[C:38]=[S:39])[CH2:36][CH2:35][CH2:34][CH2:33][CH2:32]1. The catalyst is CN1CCCC1=O. The product is [Cl:1][C:2]1[CH:3]=[CH:4][C:5]([O:23][CH3:24])=[C:6]([CH:22]=1)[C:7]([NH:9][CH2:10][CH2:11][CH:12]1[CH2:17][CH2:16][N:15]([S:18]([NH:21][C:38]([NH:37][CH:31]2[CH2:36][CH2:35][CH2:34][CH2:33][CH2:32]2)=[S:39])(=[O:20])=[O:19])[CH2:14][CH2:13]1)=[O:8]. The yield is 0.450. (7) The reactants are F[C:2]1[CH:3]=[C:4]([CH:9]=[CH:10][C:11]=1[N+:12]([O-:14])=[O:13])[C:5]([O:7][CH3:8])=[O:6].[C:15]([NH:22][CH2:23][CH2:24][CH2:25][NH2:26])([O:17][C:18]([CH3:21])([CH3:20])[CH3:19])=[O:16].C(=O)([O-])[O-].[K+].[K+]. The catalyst is C(#N)C. The product is [C:18]([O:17][C:15]([NH:22][CH2:23][CH2:24][CH2:25][NH:26][C:2]1[CH:3]=[C:4]([CH:9]=[CH:10][C:11]=1[N+:12]([O-:14])=[O:13])[C:5]([O:7][CH3:8])=[O:6])=[O:16])([CH3:21])([CH3:20])[CH3:19]. The yield is 0.990. (8) The reactants are [F:1][C:2]1[CH:7]=[C:6](F)[C:5]([F:9])=[CH:4][C:3]=1[N+:10]([O-:12])=[O:11].[F:13][C:14]1[CH:15]=[C:16]([CH:19]=[CH:20][CH:21]=1)[CH2:17][OH:18]. No catalyst specified. The yield is 0.550. The product is [F:9][C:5]1[CH:4]=[C:3]([N+:10]([O-:12])=[O:11])[C:2]([F:1])=[CH:7][C:6]=1[O:18][CH2:17][C:16]1[CH:19]=[CH:20][CH:21]=[C:14]([F:13])[CH:15]=1. (9) The reactants are C(OC([N:8]1[CH2:13][CH2:12][CH:11]([C:14]2[CH:19]=[CH:18][C:17]([NH:20][C:21]([C:23]3[N:27]=[C:26]([Cl:28])[N:25](COCC[Si](C)(C)C)[N:24]=3)=[O:22])=[C:16]([C:37]3[CH2:42][CH2:41][CH2:40][CH2:39][CH:38]=3)[CH:15]=2)[CH2:10][CH2:9]1)=O)(C)(C)C.CCO.[C:46]([OH:52])([C:48]([F:51])([F:50])[F:49])=[O:47]. The catalyst is C(Cl)Cl. The product is [F:49][C:48]([F:51])([F:50])[C:46]([OH:52])=[O:47].[C:37]1([C:16]2[CH:15]=[C:14]([CH:11]3[CH2:10][CH2:9][NH:8][CH2:13][CH2:12]3)[CH:19]=[CH:18][C:17]=2[NH:20][C:21]([C:23]2[N:27]=[C:26]([Cl:28])[NH:25][N:24]=2)=[O:22])[CH2:42][CH2:41][CH2:40][CH2:39][CH:38]=1. The yield is 0.580.